This data is from Kir2.1 potassium channel HTS with 301,493 compounds. The task is: Binary Classification. Given a drug SMILES string, predict its activity (active/inactive) in a high-throughput screening assay against a specified biological target. The molecule is s1c2n(cc(n2)c2ccc(NC(=O)CCN3C(=O)c4c(C3=O)cccc4)cc2)cc1. The result is 0 (inactive).